From a dataset of Full USPTO retrosynthesis dataset with 1.9M reactions from patents (1976-2016). Predict the reactants needed to synthesize the given product. (1) Given the product [CH:31]1([O:30][C:12]2[C:13]([O:28][CH3:29])=[CH:14][CH:15]=[C:16]3[C:11]=2[N:10]=[C:9]([O:6][CH2:5][CH2:4][CH2:3][N:2]([CH3:7])[CH3:1])[CH:18]=[C:17]3[NH:19][C:20]2[C:25]([Cl:26])=[CH:24][N:23]=[CH:22][C:21]=2[Cl:27])[CH2:32][CH2:33][CH2:34][CH2:35]1, predict the reactants needed to synthesize it. The reactants are: [CH3:1][N:2]([CH3:7])[CH2:3][CH2:4][CH2:5][OH:6].Cl[C:9]1[CH:18]=[C:17]([NH:19][C:20]2[C:25]([Cl:26])=[CH:24][N:23]=[CH:22][C:21]=2[Cl:27])[C:16]2[C:11](=[C:12]([O:30][CH:31]3[CH2:35][CH2:34][CH2:33][CH2:32]3)[C:13]([O:28][CH3:29])=[CH:14][CH:15]=2)[N:10]=1. (2) Given the product [CH3:30][N:27]1[CH2:26][CH2:25][CH:24]([CH2:22][N:19]2[CH2:20][CH2:21][N:16]([C:12]3[CH:11]=[C:10]([C:2]4[NH:1][C:5]5[CH:6]=[CH:7][CH:8]=[CH:9][C:4]=5[N:3]=4)[CH:15]=[CH:14][CH:13]=3)[CH2:17][CH2:18]2)[CH2:29][CH2:28]1, predict the reactants needed to synthesize it. The reactants are: [NH:1]1[C:5]2[CH:6]=[CH:7][CH:8]=[CH:9][C:4]=2[N:3]=[C:2]1[C:10]1[CH:11]=[C:12]([N:16]2[CH2:21][CH2:20][N:19]([C:22]([CH:24]3[CH2:29][CH2:28][N:27]([CH3:30])[CH2:26][CH2:25]3)=O)[CH2:18][CH2:17]2)[CH:13]=[CH:14][CH:15]=1. (3) Given the product [Cl:1][C:2]1[CH:3]=[CH:4][C:5]([C:8]2[CH:9]=[N:10][CH:11]=[C:12]3[C:17]=2[N:16]=[C:15]([C:18]([NH:61][CH2:60][C:55]2[CH:56]=[CH:57][CH:58]=[CH:59][N:54]=2)=[O:20])[CH:14]=[CH:13]3)=[CH:6][CH:7]=1, predict the reactants needed to synthesize it. The reactants are: [Cl:1][C:2]1[CH:7]=[CH:6][C:5]([C:8]2[CH:9]=[N:10][CH:11]=[C:12]3[C:17]=2[N:16]=[C:15]([C:18]([OH:20])=O)[CH:14]=[CH:13]3)=[CH:4][CH:3]=1.C(N(CC)C(C)C)(C)C.F[P-](F)(F)(F)(F)F.N1(OC(N(C)C)=[N+](C)C)C2N=CC=CC=2N=N1.[N:54]1[CH:59]=[CH:58][CH:57]=[CH:56][C:55]=1[CH2:60][NH2:61]. (4) Given the product [N:34]1([CH2:6][CH:7]2[O:11][C:10](=[O:12])[N:9]([C:13]3[CH:22]=[C:21]4[C:16]([CH:17]=[C:18]([C:24]5[CH:29]=[CH:28][CH:27]=[CH:26][C:25]=5[C:30]([F:32])([F:31])[F:33])[NH:19][C:20]4=[O:23])=[CH:15][CH:14]=3)[CH2:8]2)[CH2:39][CH2:38][O:37][CH2:36][CH2:35]1, predict the reactants needed to synthesize it. The reactants are: CS(O[CH2:6][CH:7]1[O:11][C:10](=[O:12])[N:9]([C:13]2[CH:22]=[C:21]3[C:16]([CH:17]=[C:18]([C:24]4[CH:29]=[CH:28][CH:27]=[CH:26][C:25]=4[C:30]([F:33])([F:32])[F:31])[NH:19][C:20]3=[O:23])=[CH:15][CH:14]=2)[CH2:8]1)(=O)=O.[NH:34]1[CH2:39][CH2:38][O:37][CH2:36][CH2:35]1.